Dataset: Forward reaction prediction with 1.9M reactions from USPTO patents (1976-2016). Task: Predict the product of the given reaction. (1) Given the reactants [F:1][C:2]1[CH:7]=[CH:6][C:5]([C:8]2[S:12][C:11]3[CH:13]=[CH:14][C:15]([O:17]C)=[CH:16][C:10]=3[C:9]=2[C:19]([NH:21][CH3:22])=[O:20])=[CH:4][CH:3]=1.[B-](Br)(Br)(Br)[S+](C)C, predict the reaction product. The product is: [F:1][C:2]1[CH:7]=[CH:6][C:5]([C:8]2[S:12][C:11]3[CH:13]=[CH:14][C:15]([OH:17])=[CH:16][C:10]=3[C:9]=2[C:19]([NH:21][CH3:22])=[O:20])=[CH:4][CH:3]=1. (2) Given the reactants [Br:1][C:2]1[C:3]([CH3:10])=[C:4]([NH2:9])[C:5]([Cl:8])=[N:6][CH:7]=1.[Li+].C[Si]([N-][Si](C)(C)C)(C)C.[F:21][C:22]1[CH:27]=[C:26]([F:28])[CH:25]=[CH:24][C:23]=1[S:29](Cl)(=[O:31])=[O:30], predict the reaction product. The product is: [Br:1][C:2]1[C:3]([CH3:10])=[C:4]([NH:9][S:29]([C:23]2[CH:24]=[CH:25][C:26]([F:28])=[CH:27][C:22]=2[F:21])(=[O:31])=[O:30])[C:5]([Cl:8])=[N:6][CH:7]=1. (3) Given the reactants [N:1]1([CH2:6][CH2:7][O:8][C:9]2[CH:14]=[CH:13][C:12]([NH:15][C:16]([NH2:18])=O)=[CH:11][CH:10]=2)[CH2:5]CC[CH2:2]1.N(C1C=CC(OCCN(C)C)=CC=1)=C=[S:21], predict the reaction product. The product is: [CH3:2][N:1]([CH3:5])[CH2:6][CH2:7][O:8][C:9]1[CH:14]=[CH:13][C:12]([NH:15][C:16]([NH2:18])=[S:21])=[CH:11][CH:10]=1. (4) Given the reactants [CH3:1][C:2]([CH3:8])([C@@H:4]1[CH2:7][CH2:6][NH:5]1)[OH:3].C(N([CH2:14][CH3:15])CC)C.Cl[P:17]([C:24]1[CH:29]=[CH:28][CH:27]=[CH:26][CH:25]=1)[C:18]1[CH:23]=[CH:22][CH:21]=[CH:20][CH:19]=1, predict the reaction product. The product is: [C:18]1([P:17]([C:15]2[CH:14]=[CH:29][CH:24]=[CH:25][CH:26]=2)[N:5]2[CH2:6][CH2:7][C@H:4]2[C:2]([CH3:8])([CH3:1])[O:3][P:17]([C:24]2[CH:29]=[CH:28][CH:27]=[CH:26][CH:25]=2)[C:18]2[CH:23]=[CH:22][CH:21]=[CH:20][CH:19]=2)[CH:23]=[CH:22][CH:21]=[CH:20][CH:19]=1.